From a dataset of Full USPTO retrosynthesis dataset with 1.9M reactions from patents (1976-2016). Predict the reactants needed to synthesize the given product. (1) The reactants are: [C:1]1([CH2:7][N:8]2[CH2:12][CH2:11][C@@H:10]([NH:13][C:14](=O)[CH3:15])[CH2:9]2)[CH:6]=[CH:5][CH:4]=[CH:3][CH:2]=1.[H-].[Al+3].[Li+].[H-].[H-].[H-]. Given the product [CH2:14]([NH:13][C@@H:10]1[CH2:11][CH2:12][N:8]([CH2:7][C:1]2[CH:6]=[CH:5][CH:4]=[CH:3][CH:2]=2)[CH2:9]1)[CH3:15], predict the reactants needed to synthesize it. (2) Given the product [N+:11]([C:6]1[CH:5]=[C:4]2[C:9](=[CH:8][CH:7]=1)[NH:1][C:2](=[O:10])[CH2:3]2)([O-:13])=[O:12], predict the reactants needed to synthesize it. The reactants are: [NH:1]1[C:9]2[C:4](=[CH:5][CH:6]=[CH:7][CH:8]=2)[CH2:3][C:2]1=[O:10].[N+:11]([O-])([OH:13])=[O:12]. (3) Given the product [CH3:23][C:16]1[NH:24][C:25]([CH3:39])=[C:26]([C:27](=[O:28])[C:29]2[CH:34]=[CH:33][C:32]([C:35]([F:37])([F:38])[F:36])=[CH:31][CH:30]=2)[CH:13]([C:5]2[CH:6]=[CH:7][CH:8]=[C:9]3[C:4]=2[O:3][C:2]([CH3:1])=[CH:11][C:10]3=[O:12])[C:17]=1[C:18]([O:20][CH2:21][CH3:22])=[O:19], predict the reactants needed to synthesize it. The reactants are: [CH3:1][C:2]1[O:3][C:4]2[C:9]([C:10](=[O:12])[CH:11]=1)=[CH:8][CH:7]=[CH:6][C:5]=2[CH:13]=O.O=[C:16]([CH3:23])[CH2:17][C:18]([O:20][CH2:21][CH3:22])=[O:19].[NH2:24][C:25]([CH3:39])=[CH:26][C:27]([C:29]1[CH:34]=[CH:33][C:32]([C:35]([F:38])([F:37])[F:36])=[CH:31][CH:30]=1)=[O:28].C(O)(=O)C. (4) The reactants are: [CH2:1]([O:3][C:4](=[O:28])[CH2:5][C@H:6]([NH:20]C(OC(C)(C)C)=O)[CH2:7][C:8]1[CH:13]=[CH:12][C:11]([C:14]2[CH:19]=[CH:18][CH:17]=[CH:16][CH:15]=2)=[CH:10][CH:9]=1)[CH3:2].[ClH:29].O1CCOCC1. Given the product [ClH:29].[CH2:1]([O:3][C:4](=[O:28])[CH2:5][C@H:6]([NH2:20])[CH2:7][C:8]1[CH:9]=[CH:10][C:11]([C:14]2[CH:15]=[CH:16][CH:17]=[CH:18][CH:19]=2)=[CH:12][CH:13]=1)[CH3:2], predict the reactants needed to synthesize it. (5) The reactants are: [Br:1][C:2]1[CH:3]=[C:4]([NH:13][CH2:14][C:15]2[C:20]([CH3:21])=[CH:19][CH:18]=[CH:17][C:16]=2[CH3:22])[C:5]2[N:9]=[C:8]([CH3:10])[N:7]([OH:11])[C:6]=2[CH:12]=1.[C:23](=O)([O-])[O-].[K+].[K+].CI. Given the product [Br:1][C:2]1[CH:3]=[C:4]([NH:13][CH2:14][C:15]2[C:20]([CH3:21])=[CH:19][CH:18]=[CH:17][C:16]=2[CH3:22])[C:5]2[N:9]=[C:8]([CH3:10])[N:7]([O:11][CH3:23])[C:6]=2[CH:12]=1, predict the reactants needed to synthesize it. (6) Given the product [CH2:1]([NH:3][C:4]([N:17]1[CH2:16][CH2:15][C:14]([C:12]2[CH:11]=[CH:10][C:9]([N:20]([CH3:31])[C:21]3[N:26]=[CH:25][C:24]4[N:27]=[CH:28][N:29]([CH3:30])[C:23]=4[CH:22]=3)=[C:8]([CH2:6][CH3:7])[CH:13]=2)=[CH:19][CH2:18]1)=[O:5])[CH3:2], predict the reactants needed to synthesize it. The reactants are: [CH2:1]([N:3]=[C:4]=[O:5])[CH3:2].[CH2:6]([C:8]1[CH:13]=[C:12]([C:14]2[CH2:15][CH2:16][NH:17][CH2:18][CH:19]=2)[CH:11]=[CH:10][C:9]=1[N:20]([CH3:31])[C:21]1[N:26]=[CH:25][C:24]2[N:27]=[CH:28][N:29]([CH3:30])[C:23]=2[CH:22]=1)[CH3:7].C(N(CC)CC)C. (7) Given the product [NH2:1][C:2]1[CH:3]=[C:4]([NH:8][S:29]([CH2:22][C:23]2[CH:28]=[CH:27][CH:26]=[CH:25][CH:24]=2)(=[O:31])=[O:30])[CH:5]=[CH:6][CH:7]=1, predict the reactants needed to synthesize it. The reactants are: [NH2:1][C:2]1[CH:3]=[C:4]([NH:8]C(=O)OC(C)(C)C)[CH:5]=[CH:6][CH:7]=1.N1C=CC=CC=1.[CH2:22]([S:29](Cl)(=[O:31])=[O:30])[C:23]1[CH:28]=[CH:27][CH:26]=[CH:25][CH:24]=1.FC(F)(F)C(O)=O. (8) Given the product [CH:15]1[C:14]2[SiH2:13][C:25]3[C:20](=[CH:21][CH:22]=[CH:23][CH:24]=3)[C:19]=2[CH:18]=[CH:17][CH:16]=1, predict the reactants needed to synthesize it. The reactants are: CC1C([Li])C2C(C=1)=CC=CC=2.Cl[Si:13]1(Cl)[C:25]2[CH:24]=[CH:23][CH:22]=[CH:21][C:20]=2[C:19]2[C:14]1=[CH:15][CH:16]=[CH:17][CH:18]=2. (9) Given the product [C:3]12([NH:13][C:14]([C:16]3[N:17]=[C:18]([CH:25]([OH:26])[C:27]4[CH:28]=[N:29][CH:30]=[CH:31][CH:32]=4)[N:19]4[CH:24]=[CH:23][CH:22]=[CH:21][C:20]=34)=[O:15])[CH2:10][CH:9]3[CH2:11][CH:5]([CH2:6][CH:7]([CH2:8]3)[CH2:12]1)[CH2:4]2, predict the reactants needed to synthesize it. The reactants are: [BH4-].[Na+].[C:3]12([NH:13][C:14]([C:16]3[N:17]=[C:18]([C:25]([C:27]4[CH:28]=[N:29][CH:30]=[CH:31][CH:32]=4)=[O:26])[N:19]4[CH:24]=[CH:23][CH:22]=[CH:21][C:20]=34)=[O:15])[CH2:12][CH:7]3[CH2:8][CH:9]([CH2:11][CH:5]([CH2:6]3)[CH2:4]1)[CH2:10]2.Cl.O. (10) Given the product [Br:15][C:16]1[CH:21]=[C:20]([F:22])[CH:19]=[CH:18][C:17]=1[C@@H:23]1[N:24]=[C:25]([C:36]2[S:37][CH:38]=[CH:39][N:40]=2)[NH:26][C:27]([CH2:34][N:7]2[CH2:8][C:3]([F:2])([F:14])[CH2:4][CH2:5][C@H:6]2[CH2:9][CH2:10][C:11]([OH:13])=[O:12])=[C:28]1[C:29]([O:31][CH2:32][CH3:33])=[O:30], predict the reactants needed to synthesize it. The reactants are: Cl.[F:2][C:3]1([F:14])[CH2:8][NH:7][C@H:6]([CH2:9][CH2:10][C:11]([OH:13])=[O:12])[CH2:5][CH2:4]1.[Br:15][C:16]1[CH:21]=[C:20]([F:22])[CH:19]=[CH:18][C:17]=1[C@H:23]1[C:28]([C:29]([O:31][CH2:32][CH3:33])=[O:30])=[C:27]([CH2:34]Br)[NH:26][C:25]([C:36]2[S:37][CH:38]=[CH:39][N:40]=2)=[N:24]1.C(=O)([O-])[O-].[K+].[K+].